Dataset: Full USPTO retrosynthesis dataset with 1.9M reactions from patents (1976-2016). Task: Predict the reactants needed to synthesize the given product. Given the product [Br:12][C:13]1[CH:18]=[CH:17][C:16]([O:19][C:2]2[CH:7]=[CH:6][C:5]([O:8][CH:9]([CH3:11])[CH3:10])=[CH:4][N:3]=2)=[CH:15][CH:14]=1, predict the reactants needed to synthesize it. The reactants are: F[C:2]1[CH:7]=[CH:6][C:5]([O:8][CH:9]([CH3:11])[CH3:10])=[CH:4][N:3]=1.[Br:12][C:13]1[CH:18]=[CH:17][C:16]([OH:19])=[CH:15][CH:14]=1.[H-].[Na+].